Task: Predict the reaction yield, written as a fraction of the theoretical maximum amount of product (1.0 means a 100% yield; for example, 0.34 means a 34% yield).. Dataset: Reaction yield outcomes from USPTO patents with 853,638 reactions (1) The reactants are [CH2:1]([O:8][C:9]([N:11]1[CH2:16][CH2:15][CH:14]([C:17](=[O:21])[CH:18]=[N+]=[N-])[CH2:13][CH2:12]1)=[O:10])[C:2]1[CH:7]=[CH:6][CH:5]=[CH:4][CH:3]=1.[BrH:22].CC(O)=O.C([O-])(O)=O.[Na+]. The catalyst is CCOC(C)=O. The product is [CH2:1]([O:8][C:9]([N:11]1[CH2:16][CH2:15][CH:14]([C:17](=[O:21])[CH2:18][Br:22])[CH2:13][CH2:12]1)=[O:10])[C:2]1[CH:7]=[CH:6][CH:5]=[CH:4][CH:3]=1. The yield is 0.810. (2) The product is [NH:22]([C:2]1[N:7]=[N:6][C:5]([C:8]2[CH2:13][CH2:12][N:11]([C:14]([O:16][C:17]([CH3:20])([CH3:19])[CH3:18])=[O:15])[CH2:10][CH:9]=2)=[CH:4][CH:3]=1)[NH2:23]. The catalyst is C(#N)C. The yield is 0.587. The reactants are Cl[C:2]1[N:7]=[N:6][C:5]([C:8]2[CH2:13][CH2:12][N:11]([C:14]([O:16][C:17]([CH3:20])([CH3:19])[CH3:18])=[O:15])[CH2:10][CH:9]=2)=[CH:4][CH:3]=1.O.[NH2:22][NH2:23]. (3) The reactants are [CH2:1]([C:3]([C:14]1[CH:19]=[CH:18][C:17]([O:20]S(C(F)(F)F)(=O)=O)=[C:16]([CH3:28])[CH:15]=1)([C:6]1[CH:11]=[CH:10][C:9](O)=[C:8]([CH3:13])[CH:7]=1)[CH2:4][CH3:5])[CH3:2].C1C=CC(P(C2C=CC=CC=2)CCCP(C2C=CC=CC=2)C2C=CC=CC=2)=CC=1.CCN(CC)CC.[C:65]([O:68][CH2:69]C)(=[O:67])C. The catalyst is CN(C=O)C.CO.CC([O-])=O.CC([O-])=O.[Pd+2]. The product is [CH3:69][O:68][C:65](=[O:67])[C:9]1[CH:10]=[CH:11][C:6]([C:3]([CH2:1][CH3:2])([C:14]2[CH:19]=[CH:18][C:17]([OH:20])=[C:16]([CH3:28])[CH:15]=2)[CH2:4][CH3:5])=[CH:7][C:8]=1[CH3:13]. The yield is 0.313.